The task is: Predict the reactants needed to synthesize the given product.. This data is from Full USPTO retrosynthesis dataset with 1.9M reactions from patents (1976-2016). (1) Given the product [CH2:1]([N:8]1[C:12]2[CH2:13][O:14][CH2:15][CH2:16][C:11]=2[C:10]([C:17]([NH2:18])=[O:25])=[C:9]1[NH:19][C:20]([CH:22]1[CH2:23][CH2:24]1)=[O:21])[C:2]1[CH:3]=[CH:4][CH:5]=[CH:6][CH:7]=1, predict the reactants needed to synthesize it. The reactants are: [CH2:1]([N:8]1[C:12]2[CH2:13][O:14][CH2:15][CH2:16][C:11]=2[C:10]([C:17]#[N:18])=[C:9]1[NH:19][C:20]([CH:22]1[CH2:24][CH2:23]1)=[O:21])[C:2]1[CH:7]=[CH:6][CH:5]=[CH:4][CH:3]=1.[OH-:25].[Na+]. (2) Given the product [Si:1]([O:8][C:9]1[CH:10]=[C:11]2[C:15](=[CH:16][CH:17]=1)[N:14]([CH3:20])[CH:13]=[CH:12]2)([C:4]([CH3:7])([CH3:6])[CH3:5])([CH3:3])[CH3:2], predict the reactants needed to synthesize it. The reactants are: [Si:1]([O:8][C:9]1[CH:10]=[C:11]2[C:15](=[CH:16][CH:17]=1)[NH:14][CH:13]=[CH:12]2)([C:4]([CH3:7])([CH3:6])[CH3:5])([CH3:3])[CH3:2].[H-].[Na+].[CH3:20]I. (3) Given the product [CH2:20]([O:19][C:5]1[C:6]([NH:8][C:9]([NH:11][C:12]2[CH:17]=[CH:16][C:15]([CH3:18])=[CH:14][CH:13]=2)=[O:10])=[CH:7][C:2]([C:30]2[C:29]([C:26]([OH:28])=[O:27])=[CH:34][CH:33]=[CH:32][CH:31]=2)=[CH:3][C:4]=1[CH2:23][CH2:24][CH3:25])[CH2:21][CH3:22], predict the reactants needed to synthesize it. The reactants are: Br[C:2]1[CH:3]=[C:4]([CH2:23][CH2:24][CH3:25])[C:5]([O:19][CH2:20][CH2:21][CH3:22])=[C:6]([NH:8][C:9]([NH:11][C:12]2[CH:17]=[CH:16][C:15]([CH3:18])=[CH:14][CH:13]=2)=[O:10])[CH:7]=1.[C:26]([C:29]1[CH:34]=[CH:33][CH:32]=[CH:31][C:30]=1B(O)O)([OH:28])=[O:27].BrC1C=C(C(C2C=CC=CC=2)C=C)C(OCCC)=C(NC(NC2C=CC(C)=CC=2)=O)C=1. (4) Given the product [C:21]([N:25]([CH3:26])[C:12]([C:10]1[CH:9]=[N:8][C:7]([N:15]2[CH2:18][C:17]([F:20])([F:19])[CH2:16]2)=[C:6]([O:5][CH2:4][CH:1]2[CH2:2][CH2:3]2)[N:11]=1)=[O:14])([CH3:24])([CH3:23])[CH3:22], predict the reactants needed to synthesize it. The reactants are: [CH:1]1([CH2:4][O:5][C:6]2[N:11]=[C:10]([C:12]([OH:14])=O)[CH:9]=[N:8][C:7]=2[N:15]2[CH2:18][C:17]([F:20])([F:19])[CH2:16]2)[CH2:3][CH2:2]1.[C:21]([NH:25][CH3:26])([CH3:24])([CH3:23])[CH3:22]. (5) The reactants are: [O:1]1[C:10]2[CH:9]=[C:8]([CH2:11][NH:12][CH:13]3[CH2:18][CH2:17][N:16]([CH2:19][CH2:20][N:21]4[C:30]5[C:25](=[N:26][CH:27]=[C:28]([O:31][CH3:32])[CH:29]=5)[CH:24]=[CH:23][C:22]4=[O:33])[CH:15]([CH3:34])[CH2:14]3)[N:7]=[CH:6][C:5]=2[O:4][CH2:3][CH2:2]1.[ClH:35].C(OCC)(=O)C. Given the product [ClH:35].[O:1]1[C:10]2[CH:9]=[C:8]([CH2:11][NH:12][CH:13]3[CH2:18][CH2:17][N:16]([CH2:19][CH2:20][N:21]4[C:30]5[C:25](=[N:26][CH:27]=[C:28]([O:31][CH3:32])[CH:29]=5)[CH:24]=[CH:23][C:22]4=[O:33])[CH:15]([CH3:34])[CH2:14]3)[N:7]=[CH:6][C:5]=2[O:4][CH2:3][CH2:2]1, predict the reactants needed to synthesize it. (6) Given the product [CH3:13][O:12][C:9]1[CH:10]=[CH:11][C:6]([CH2:5][C@H:4]([NH:14][C:15](=[O:31])[C@@H:16]([NH:18][C:19]([C:21]2[CH2:22][C:23]3[C:28]([C:29]=2[CH3:30])=[CH:27][CH:26]=[CH:25][CH:24]=3)=[O:20])[CH3:17])[C:3]([OH:32])=[O:2])=[CH:7][CH:8]=1, predict the reactants needed to synthesize it. The reactants are: C[O:2][C:3](=[O:32])[C@@H:4]([NH:14][C:15](=[O:31])[C@@H:16]([NH:18][C:19]([C:21]1[CH2:22][C:23]2[C:28]([C:29]=1[CH3:30])=[CH:27][CH:26]=[CH:25][CH:24]=2)=[O:20])[CH3:17])[CH2:5][C:6]1[CH:11]=[CH:10][C:9]([O:12][CH3:13])=[CH:8][CH:7]=1.[OH-].C[Sn+](C)C. (7) Given the product [CH3:39][N:9]1[CH:10]=[C:11]([NH:12][C:13]([C:15]2[N:16]=[C:17]([C:20]3[CH:25]=[CH:24][N:23]=[C:22]([NH:26][CH2:34][C:35]([F:36])([F:37])[F:38])[CH:21]=3)[O:18][CH:19]=2)=[O:14])[C:7]([N:5]2[CH2:6][C@@H:2]([N:1]3[CH2:51][CH2:50][O:49][CH2:46][CH2:47]3)[CH2:3][C:4]2=[O:40])=[N:8]1, predict the reactants needed to synthesize it. The reactants are: [NH2:1][C@@H:2]1[CH2:6][N:5]([C:7]2[C:11]([NH:12][C:13]([C:15]3[N:16]=[C:17]([C:20]4[CH:25]=[CH:24][N:23]=[C:22]([N:26]([CH2:34][C:35]([F:38])([F:37])[F:36])C(=O)OC(C)(C)C)[CH:21]=4)[O:18][CH:19]=3)=[O:14])=[CH:10][N:9]([CH3:39])[N:8]=2)[C:4](=[O:40])[CH2:3]1.C(=O)([O-])O.[Na+].[CH2:46]([O:49][CH2:50][CH2:51]Br)[CH2:47]Br.O.